The task is: Predict the reaction yield, written as a fraction of the theoretical maximum amount of product (1.0 means a 100% yield; for example, 0.34 means a 34% yield).. This data is from Reaction yield outcomes from USPTO patents with 853,638 reactions. (1) The reactants are [CH3:1][C:2]1[C:3]([CH2:14][S:15]([C:17]2[NH:21][C:20]3[CH:22]=[CH:23][CH:24]=[CH:25][C:19]=3[N:18]=2)=[O:16])=[N:4][CH:5]=[CH:6][C:7]=1[O:8][CH2:9][C:10]([F:13])([F:12])[F:11].[H-].[Na+].C1(C)C=CC(S(CCOC(=O)C)(=O)=O)=CC=1.[C:44]1([CH3:70])[CH:49]=[CH:48][C:47]([S:50]([CH2:53][CH2:54][O:55][C:56](=[O:69])[CH2:57][O:58][C:59]2[CH:64]=[CH:63][C:62]([S:65](Cl)(=[O:67])=[O:66])=[CH:61][CH:60]=2)(=[O:52])=[O:51])=[CH:46][CH:45]=1.C([O-])(O)=O.[Na+].ClS([O-])(=O)=O. The catalyst is C(Cl)Cl. The product is [C:44]1([CH3:70])[CH:49]=[CH:48][C:47]([S:50]([CH2:53][CH2:54][O:55][C:56](=[O:69])[CH2:57][O:58][C:59]2[CH:64]=[CH:63][C:62]([S:65]([N:21]3[C:20]4[CH:22]=[CH:23][CH:24]=[CH:25][C:19]=4[N:18]=[C:17]3[S:15]([CH2:14][C:3]3[C:2]([CH3:1])=[C:7]([O:8][CH2:9][C:10]([F:13])([F:11])[F:12])[CH:6]=[CH:5][N:4]=3)=[O:16])(=[O:66])=[O:67])=[CH:61][CH:60]=2)(=[O:52])=[O:51])=[CH:46][CH:45]=1. The yield is 0.940. (2) The reactants are [CH2:1]([O:8][C:9]1[CH:10]=[CH:11][C:12]([O:19][CH3:20])=[C:13]([NH:15][C:16]([NH2:18])=[S:17])[CH:14]=1)[C:2]1[CH:7]=[CH:6][CH:5]=[CH:4][CH:3]=1.COC1C=C(C2C=CC=CC=2)C2SC(N)=NC=2C=1. No catalyst specified. The product is [CH2:1]([O:8][C:9]1[C:14]2[S:17][C:16]([NH2:18])=[N:15][C:13]=2[C:12]([O:19][CH3:20])=[CH:11][CH:10]=1)[C:2]1[CH:3]=[CH:4][CH:5]=[CH:6][CH:7]=1. The yield is 0.820. (3) The catalyst is O1CCCC1.CCCCCC. The yield is 0.550. The reactants are [C:1]([C:5]1[C:9]([CH2:10][CH2:11][C:12](OC)=[O:13])=[CH:8][N:7]([C:16]2[CH:21]=[CH:20][C:19]([Cl:22])=[CH:18][N:17]=2)[N:6]=1)([CH3:4])([CH3:3])[CH3:2].[H-].C([Al+]CC(C)C)C(C)C.Cl. The product is [C:1]([C:5]1[C:9]([CH2:10][CH2:11][CH2:12][OH:13])=[CH:8][N:7]([C:16]2[CH:21]=[CH:20][C:19]([Cl:22])=[CH:18][N:17]=2)[N:6]=1)([CH3:4])([CH3:2])[CH3:3]. (4) The reactants are [C:1]1([NH:7][C:8]([C:10]2[CH:15]=[CH:14][C:13]([O:16]C(=O)C)=[CH:12][CH:11]=2)=[O:9])[CH:6]=[CH:5][CH:4]=[CH:3][CH:2]=1.[OH-].[Na+].Cl. The product is [OH:16][C:13]1[CH:14]=[CH:15][C:10]([C:8]([NH:7][C:1]2[CH:6]=[CH:5][CH:4]=[CH:3][CH:2]=2)=[O:9])=[CH:11][CH:12]=1. The yield is 1.00. The catalyst is CCOCC.CCCCCCC. (5) The yield is 1.60. The catalyst is [Pd].CO. The product is [NH:1]1[C:5]([C:6]2[CH:7]=[C:8]3[C:12](=[CH:13][CH:14]=2)[NH:11][N:10]=[C:9]3[C:15]2[CH:16]=[C:17]([CH:32]=[CH:33][CH:34]=2)[O:18][CH2:19][CH2:20][NH2:21])=[N:4][CH:3]=[N:2]1. The reactants are [NH:1]1[C:5]([C:6]2[CH:7]=[C:8]3[C:12](=[CH:13][CH:14]=2)[NH:11][N:10]=[C:9]3[C:15]2[CH:16]=[C:17]([CH:32]=[CH:33][CH:34]=2)[O:18][CH2:19][CH2:20][NH:21]C(OCC2C=CC=CC=2)=O)=[N:4][CH:3]=[N:2]1.C(O)=O.